This data is from Forward reaction prediction with 1.9M reactions from USPTO patents (1976-2016). The task is: Predict the product of the given reaction. (1) The product is: [Cl:23][C:24]1[S:25][C:3]2[CH:4]=[C:5]([C:6]#[N:7])[CH:8]=[CH:9][C:2]=2[N:1]=1. Given the reactants [NH2:1][C:2]1[CH:9]=[CH:8][C:5]([C:6]#[N:7])=[CH:4][C:3]=1Cl.SC1SC2C=C(C#N)C=CC=2N=1.[Cl:23][C:24]1[S:25]C2C=CC(Cl)=CC=2N=1, predict the reaction product. (2) Given the reactants [CH2:1]([N:3]1[CH:7]=[C:6]([OH:8])[CH:5]=[N:4]1)[CH3:2].Cl[C:10]1[N:11]=[C:12]([OH:20])[C:13]2[CH:19]=[CH:18][N:17]=[CH:16][C:14]=2[N:15]=1, predict the reaction product. The product is: [CH2:1]([N:3]1[CH:7]=[C:6]([O:8][C:10]2[N:11]=[C:12]([OH:20])[C:13]3[CH:19]=[CH:18][N:17]=[CH:16][C:14]=3[N:15]=2)[CH:5]=[N:4]1)[CH3:2]. (3) Given the reactants [CH3:1][O:2][C:3]1[CH:12]=[C:11]2[C:6]([C:7]([NH:22][C:23]3[CH:24]=[C:25]4[C:29](=[CH:30][CH:31]=3)[N:28]([C:32]([O-:34])=[O:33])[N:27]=[CH:26]4)=[N:8][C:9]([C:13]3[CH:18]=[CH:17][CH:16]=[C:15]([N+:19]([O-])=O)[CH:14]=3)=[N:10]2)=[CH:5][C:4]=1[O:35][CH2:36][CH2:37][CH2:38][N:39]1[CH2:44][CH2:43][O:42][CH2:41][CH2:40]1, predict the reaction product. The product is: [NH2:19][C:15]1[CH:14]=[C:13]([C:9]2[N:8]=[C:7]([NH:22][C:23]3[CH:24]=[C:25]4[C:29](=[CH:30][CH:31]=3)[N:28]([C:32]([O:34][C:6]([CH3:11])([CH3:7])[CH3:5])=[O:33])[N:27]=[CH:26]4)[C:6]3[C:11](=[CH:12][C:3]([O:2][CH3:1])=[C:4]([O:35][CH2:36][CH2:37][CH2:38][N:39]4[CH2:44][CH2:43][O:42][CH2:41][CH2:40]4)[CH:5]=3)[N:10]=2)[CH:18]=[CH:17][CH:16]=1.[N:28]1([C:32]([O-:34])=[O:33])[C:29]2[C:25](=[CH:24][CH:23]=[CH:31][CH:30]=2)[CH:26]=[N:27]1. (4) Given the reactants [Cl:1][C:2]1[C:7]2[CH:8]=[N:9][NH:10][C:6]=2[CH:5]=[CH:4][N:3]=1.[I:11]I.[OH-].[K+], predict the reaction product. The product is: [Cl:1][C:2]1[C:7]2[C:8]([I:11])=[N:9][NH:10][C:6]=2[CH:5]=[CH:4][N:3]=1. (5) Given the reactants [C:1]1([C:7]2[CH:8]=[C:9]([CH:13]=[CH:14][CH:15]=2)[C:10]([OH:12])=O)[CH:6]=[CH:5][CH:4]=[CH:3][CH:2]=1.[Cl:16][C:17]1[CH:18]=[C:19]([CH:22]=[CH:23][C:24]=1[Cl:25])[CH2:20][NH2:21], predict the reaction product. The product is: [Cl:16][C:17]1[CH:18]=[C:19]([CH:22]=[CH:23][C:24]=1[Cl:25])[CH2:20][NH:21][C:10]([C:9]1[CH:8]=[C:7]([C:1]2[CH:2]=[CH:3][CH:4]=[CH:5][CH:6]=2)[CH:15]=[CH:14][CH:13]=1)=[O:12]. (6) Given the reactants C(OC)(=O)/C=C/CCC(OC)=O.[C:13]([CH:18]1[CH:22]([CH:23]=[CH2:24])[CH2:21][CH2:20][C:19]1=[O:25])([O:15][CH2:16]C)=[O:14].C(OC)(=O)C=C, predict the reaction product. The product is: [CH2:23]([CH:22]1[CH2:21][CH2:20][C:19](=[O:25])[CH:18]1[C:13]([O:15][CH3:16])=[O:14])[CH3:24]. (7) Given the reactants [OH:1][CH2:2][CH2:3][C:4]1[CH:9]=[CH:8][CH:7]=[CH:6][C:5]=1[OH:10].S(=O)(=O)(O)O.[Br:16]N1C(=O)CCC1=O.S([O-])([O-])=S.[Na+].[Na+], predict the reaction product. The product is: [Br:16][C:8]1[CH:7]=[CH:6][C:5]([OH:10])=[C:4]([CH2:3][CH2:2][OH:1])[CH:9]=1. (8) Given the reactants [CH3:1][O:2][C:3]1[CH:8]=[CH:7][C:6](B(O)O)=[CH:5][CH:4]=1.Cl[C:13]1[N:18]=[N:17][C:16]([CH2:19][N:20]2[CH:25]=[C:24]3[N:26]=[C:27]([C:29]4[CH:34]=[CH:33][CH:32]=[C:31]([F:35])[C:30]=4[F:36])[N:28]=[C:23]3[CH:22]=[N:21]2)=[CH:15][CH:14]=1, predict the reaction product. The product is: [F:36][C:30]1[C:31]([F:35])=[CH:32][CH:33]=[CH:34][C:29]=1[C:27]1[N:28]=[C:23]2[CH:22]=[N:21][N:20]([CH2:19][C:16]3[N:17]=[N:18][C:13]([C:6]4[CH:7]=[CH:8][C:3]([O:2][CH3:1])=[CH:4][CH:5]=4)=[CH:14][CH:15]=3)[CH:25]=[C:24]2[N:26]=1. (9) Given the reactants [CH3:1][N:2]1[CH2:8][CH2:7][CH2:6][C:5]2[O:9][C:10]3[CH:15]=[C:14]([N:16]4[CH:21]=[CH:20][C:19]([O:22][CH2:23][C:24]5[CH:29]=[CH:28][CH:27]=[C:26]([C:30]([F:33])([F:32])[F:31])[N:25]=5)=[CH:18][C:17]4=[O:34])[CH:13]=[CH:12][C:11]=3[C:4]=2[CH2:3]1.[ClH:35].CCOCC, predict the reaction product. The product is: [ClH:35].[CH3:1][N:2]1[CH2:8][CH2:7][CH2:6][C:5]2[O:9][C:10]3[CH:15]=[C:14]([N:16]4[CH:21]=[CH:20][C:19]([O:22][CH2:23][C:24]5[CH:29]=[CH:28][CH:27]=[C:26]([C:30]([F:32])([F:33])[F:31])[N:25]=5)=[CH:18][C:17]4=[O:34])[CH:13]=[CH:12][C:11]=3[C:4]=2[CH2:3]1. (10) Given the reactants C(=O)([O-])[O-].[Cs+].[Cs+].Cl[C:8]1[C:9]([CH:14]2[CH2:19][CH2:18][N:17]([C:20](=[O:22])[CH3:21])[CH2:16][CH2:15]2)=[N:10][CH:11]=[CH:12][N:13]=1.[Cl:23][C:24]1[N:29]=[CH:28][C:27]([OH:30])=[CH:26][CH:25]=1, predict the reaction product. The product is: [Cl:23][C:24]1[N:29]=[CH:28][C:27]([O:30][C:8]2[C:9]([CH:14]3[CH2:19][CH2:18][N:17]([C:20](=[O:22])[CH3:21])[CH2:16][CH2:15]3)=[N:10][CH:11]=[CH:12][N:13]=2)=[CH:26][CH:25]=1.